Task: Predict which catalyst facilitates the given reaction.. Dataset: Catalyst prediction with 721,799 reactions and 888 catalyst types from USPTO (1) Reactant: [Cl:1][C:2]1[CH:7]=[CH:6][C:5]([OH:8])=[CH:4][N:3]=1.[O:9]1[CH2:14][CH2:13][N:12]([CH2:15][CH2:16][O:17][C:18]2[CH:19]=[C:20](B(O)O)[CH:21]=[CH:22][CH:23]=2)[CH2:11][CH2:10]1.C(N(CC)CC)C. Product: [Cl:1][C:2]1[N:3]=[CH:4][C:5]([O:8][C:22]2[CH:23]=[C:18]([CH:19]=[CH:20][CH:21]=2)[O:17][CH2:16][CH2:15][N:12]2[CH2:11][CH2:10][O:9][CH2:14][CH2:13]2)=[CH:6][CH:7]=1. The catalyst class is: 221. (2) Reactant: [N:1]1[CH:6]=[CH:5][CH:4]=[C:3]([C:7]2[N:8]=[C:9]3[C:14]4[CH:15]=[CH:16][N:17](COCC[Si](C)(C)C)[C:13]=4[N:12]=[CH:11][N:10]3[CH:26]=2)[CH:2]=1.C(O)(C(F)(F)F)=O.[NH4+].[OH-]. Product: [N:1]1[CH:6]=[CH:5][CH:4]=[C:3]([C:7]2[N:8]=[C:9]3[C:14]4[CH:15]=[CH:16][NH:17][C:13]=4[N:12]=[CH:11][N:10]3[CH:26]=2)[CH:2]=1. The catalyst class is: 2. (3) Reactant: [CH3:1][O:2][C:3](=[O:12])[C:4]1[C:5](=[CH:7][CH:8]=[C:9]([Cl:11])[CH:10]=1)[NH2:6].N1C=CC=CC=1.Cl.[C:20]1([S:26](Cl)(=[O:28])=[O:27])[CH:25]=[CH:24][CH:23]=[CH:22][CH:21]=1. Product: [C:20]1([S:26]([NH:6][C:5]2[CH:7]=[CH:8][C:9]([Cl:11])=[CH:10][C:4]=2[C:3]([O:2][CH3:1])=[O:12])(=[O:28])=[O:27])[CH:25]=[CH:24][CH:23]=[CH:22][CH:21]=1. The catalyst class is: 2. (4) Product: [Cl-:44].[CH2:34]([NH+:41]([CH3:45])[CH2:42][CH2:43][O:26][C@H:16]1[CH2:15][N:14]2[C:13]3[CH:12]=[C:11]([C:27]([OH:29])=[O:28])[CH:10]=[CH:9][C:8]=3[C:7]([CH:1]3[CH2:6][CH2:5][CH2:4][CH2:3][CH2:2]3)=[C:21]2[C:20]2[CH:22]=[CH:23][CH:24]=[CH:25][C:19]=2[O:18][CH2:17]1)[C:35]1[CH:40]=[CH:39][CH:38]=[CH:37][CH:36]=1. The catalyst class is: 11. Reactant: [CH:1]1([C:7]2[C:8]3[CH:9]=[CH:10][C:11]([C:27]([O:29]C)=[O:28])=[CH:12][C:13]=3[N:14]3[C:21]=2[C:20]2[CH:22]=[CH:23][CH:24]=[CH:25][C:19]=2[O:18][CH2:17][C@@H:16]([OH:26])[CH2:15]3)[CH2:6][CH2:5][CH2:4][CH2:3][CH2:2]1.[OH-].[Na+].[Cl-].[CH2:34]([NH+:41]([CH3:45])[CH2:42][CH2:43][Cl:44])[C:35]1[CH:40]=[CH:39][CH:38]=[CH:37][CH:36]=1. (5) Reactant: [CH3:1][O:2][C:3](=[O:18])[CH:4]([C:10]1[CH:15]=[CH:14][C:13]([O:16]C)=[CH:12][CH:11]=1)[CH2:5][C:6]([O:8][CH3:9])=[O:7]. Product: [CH3:1][O:2][C:3](=[O:18])[CH:4]([C:10]1[CH:11]=[CH:12][C:13]([OH:16])=[CH:14][CH:15]=1)[CH2:5][C:6]([O:8][CH3:9])=[O:7]. The catalyst class is: 201. (6) Reactant: [CH2:1]([O:3][C:4]([C:6]1([C:13]#[N:14])[CH2:8][CH:7]1[CH2:9][CH:10]([CH3:12])[CH3:11])=[O:5])[CH3:2].C(N(CC)CC)C. Product: [CH2:1]([O:3][C:4]([C:6]1([CH2:13][NH2:14])[CH2:8][CH:7]1[CH2:9][CH:10]([CH3:11])[CH3:12])=[O:5])[CH3:2]. The catalyst class is: 319. (7) Reactant: [CH3:1][C@@H:2]([CH2:6][CH2:7][CH:8]=[C:9]([CH3:11])[CH3:10])[CH2:3][CH:4]=[O:5].C=O.N1CCC[CH2:15]1.C(O)(=O)CC. Product: [CH3:1][C@@H:2]([CH2:6][CH2:7][CH:8]=[C:9]([CH3:10])[CH3:11])[C:3](=[CH2:15])[CH:4]=[O:5]. The catalyst class is: 32. (8) Reactant: P(Cl)(Cl)(Cl)=O.CN([CH:14]=[O:15])C1C=CC=CC=1.[Cl:16][C:17]1[CH:18]=[C:19]2[C:23](=[CH:24][CH:25]=1)[NH:22][C:21]([C:26]([O:28][CH2:29][CH3:30])=[O:27])=[CH:20]2.C([O-])(=O)C.[Na+]. Product: [Cl:16][C:17]1[CH:18]=[C:19]2[C:23](=[CH:24][CH:25]=1)[NH:22][C:21]([C:26]([O:28][CH2:29][CH3:30])=[O:27])=[C:20]2[CH:14]=[O:15]. The catalyst class is: 26. (9) Reactant: [OH:1][CH2:2][C@H:3]1[CH2:8][CH2:7][CH2:6][CH2:5][NH:4]1.S(O[CH2:14][CH2:15][C:16]1[CH:21]=[CH:20][CH:19]=[C:18]([O:22][CH3:23])[CH:17]=1)(=O)(=O)C.C(=O)([O-])[O-].[Na+].[Na+].[I-].[Na+]. Product: [OH:1][CH2:2][C@H:3]1[CH2:8][CH2:7][CH2:6][CH2:5][N:4]1[CH2:14][CH2:15][C:16]1[CH:21]=[CH:20][CH:19]=[C:18]([O:22][CH3:23])[CH:17]=1. The catalyst class is: 10.